The task is: Predict the reaction yield, written as a fraction of the theoretical maximum amount of product (1.0 means a 100% yield; for example, 0.34 means a 34% yield).. This data is from Reaction yield outcomes from USPTO patents with 853,638 reactions. (1) The reactants are [Cl:1][C:2]1[C:7]([O:8][CH3:9])=[CH:6][C:5]([O:10][CH3:11])=[C:4]([Cl:12])[C:3]=1[C:13]1[CH:14]=[C:15]2[C:20](=[CH:21][CH:22]=1)[N:19]=[C:18]([NH:23][C:24]1[C:29]([N+:30]([O-])=O)=[CH:28][CH:27]=[CH:26][C:25]=1[CH3:33])[N:17]=[CH:16]2. The catalyst is CO.C(OCC)(=O)C.[Pd]. The product is [Cl:12][C:4]1[C:5]([O:10][CH3:11])=[CH:6][C:7]([O:8][CH3:9])=[C:2]([Cl:1])[C:3]=1[C:13]1[CH:14]=[C:15]2[C:20](=[CH:21][CH:22]=1)[N:19]=[C:18]([NH:23][C:24]1[C:29]([NH2:30])=[CH:28][CH:27]=[CH:26][C:25]=1[CH3:33])[N:17]=[CH:16]2. The yield is 1.00. (2) The reactants are [Br:1][C:2]1[CH:7]=[CH:6][C:5]([OH:8])=[C:4]([F:9])[CH:3]=1.[H-].[Na+].[CH3:12][C:13]1[C:18]([CH3:19])=[C:17]([N+]([O-])=O)[CH:16]=[CH:15][N+:14]=1[O-:23]. The catalyst is CN1CCCC1=O. The product is [Br:1][C:2]1[CH:7]=[CH:6][C:5]([O:8][C:17]2[CH:16]=[CH:15][N+:14]([O-:23])=[C:13]([CH3:12])[C:18]=2[CH3:19])=[C:4]([F:9])[CH:3]=1. The yield is 0.460. (3) The reactants are [CH:1]1([CH2:4][O:5][C:6](=[O:24])[CH:7]([C:12]2[CH:17]=[CH:16][C:15]([NH2:18])=[C:14]([O:19][CH2:20][CH:21]3[CH2:23][CH2:22]3)[CH:13]=2)[CH2:8][CH:9]([CH3:11])[CH3:10])[CH2:3][CH2:2]1.[Cl:25]N1C(=O)CCC1=O.C(=O)([O-])[O-].[K+].[K+]. The catalyst is C(Cl)(Cl)Cl. The yield is 0.360. The product is [CH:1]1([CH2:4][O:5][C:6](=[O:24])[CH:7]([C:12]2[CH:13]=[C:14]([O:19][CH2:20][CH:21]3[CH2:23][CH2:22]3)[C:15]([NH2:18])=[C:16]([Cl:25])[CH:17]=2)[CH2:8][CH:9]([CH3:11])[CH3:10])[CH2:3][CH2:2]1. (4) The reactants are [CH3:1][O:2][C:3]([C:5]1[S:28][C:8]2=[C:9]([N:14]=C(C3C=CC=CC=3)C3C=CC=CC=3)[N:10]=[CH:11][C:12]([Br:13])=[C:7]2[CH:6]=1)=[O:4].Cl. The catalyst is O1CCOCC1. The product is [CH3:1][O:2][C:3]([C:5]1[S:28][C:8]2=[C:9]([NH2:14])[N:10]=[CH:11][C:12]([Br:13])=[C:7]2[CH:6]=1)=[O:4]. The yield is 0.690.